Dataset: Catalyst prediction with 721,799 reactions and 888 catalyst types from USPTO. Task: Predict which catalyst facilitates the given reaction. (1) Reactant: [NH:1]1[CH:5]=[CH:4][N:3]=[C:2]1[C:6]1[C:14]2[C:9](=[N:10][CH:11]=[CH:12][CH:13]=2)[N:8]([CH2:15][C:16]([OH:18])=O)[N:7]=1.CN(C(ON1N=NC2C=CC=CC1=2)=[N+](C)C)C.F[P-](F)(F)(F)(F)F.Cl.Cl.[Cl:45][C:46]1[CH:51]=[CH:50][C:49]([N:52]2[CH2:57][CH2:56][NH:55][CH2:54][CH2:53]2)=[CH:48][C:47]=1[O:58][C:59]([F:62])([F:61])[F:60].CCN(C(C)C)C(C)C. Product: [Cl:45][C:46]1[CH:51]=[CH:50][C:49]([N:52]2[CH2:57][CH2:56][N:55]([C:16](=[O:18])[CH2:15][N:8]3[C:9]4=[N:10][CH:11]=[CH:12][CH:13]=[C:14]4[C:6]([C:2]4[NH:1][CH:5]=[CH:4][N:3]=4)=[N:7]3)[CH2:54][CH2:53]2)=[CH:48][C:47]=1[O:58][C:59]([F:62])([F:60])[F:61]. The catalyst class is: 3. (2) Reactant: [OH:1][NH:2][C:3](=[O:9])[O:4][C:5]([CH3:8])([CH3:7])[CH3:6].C(N(CC)CC)C.Cl[C:18]([O:20][CH3:21])=[O:19]. Product: [CH3:21][O:20][C:18]([O:1][NH:2][C:3]([O:4][C:5]([CH3:8])([CH3:7])[CH3:6])=[O:9])=[O:19]. The catalyst class is: 2.